Task: Predict the reaction yield, written as a fraction of the theoretical maximum amount of product (1.0 means a 100% yield; for example, 0.34 means a 34% yield).. Dataset: Reaction yield outcomes from USPTO patents with 853,638 reactions (1) The reactants are Br[C:2]1[CH:3]=[C:4]([C:9]2[O:10][C:11]([CH:14]3[CH2:16][CH2:15]3)=[N:12][N:13]=2)[C:5]([NH2:8])=[N:6][CH:7]=1.C([O-])([O-])=O.[K+].[K+].[O:23]1[CH2:28][CH2:27][N:26]([CH2:29][C:30]2[CH:31]=[C:32](B(O)O)[CH:33]=[CH:34][CH:35]=2)[CH2:25][CH2:24]1. The catalyst is O1CCOCC1.O.C1C=CC([P]([Pd]([P](C2C=CC=CC=2)(C2C=CC=CC=2)C2C=CC=CC=2)([P](C2C=CC=CC=2)(C2C=CC=CC=2)C2C=CC=CC=2)[P](C2C=CC=CC=2)(C2C=CC=CC=2)C2C=CC=CC=2)(C2C=CC=CC=2)C2C=CC=CC=2)=CC=1. The product is [CH:14]1([C:11]2[O:10][C:9]([C:4]3[C:5]([NH2:8])=[N:6][CH:7]=[C:2]([C:32]4[CH:33]=[CH:34][CH:35]=[C:30]([CH2:29][N:26]5[CH2:27][CH2:28][O:23][CH2:24][CH2:25]5)[CH:31]=4)[CH:3]=3)=[N:13][N:12]=2)[CH2:16][CH2:15]1. The yield is 0.167. (2) The reactants are [C:1]([N:8]([CH3:10])[OH:9])([O:3][C:4]([CH3:7])([CH3:6])[CH3:5])=[O:2].Cl[CH2:12][CH2:13][O:14][CH2:15][CH2:16]O.[C:18]([O-])([O-])=[O:19].[K+].[K+]. The catalyst is CN(C=O)C.[Li+].[Br-]. The product is [OH:19][CH2:18][CH2:16][CH2:15][O:14][CH2:13][CH2:12][O:9][N:8]([CH3:10])[C:1](=[O:2])[O:3][C:4]([CH3:7])([CH3:6])[CH3:5]. The yield is 0.720. (3) The reactants are O[CH2:2][C:3]1[CH:12]=[N:11][C:10]2[N:9]3[CH2:13][CH2:14][CH2:15][CH2:16][C@H:8]3[C:7](=[O:17])[NH:6][C:5]=2[CH:4]=1.Cl.[CH3:19][O:20][C:21]1[CH:22]=[C:23]([CH:26]=[CH:27][C:28]=1[N:29]1[CH2:34][CH2:33][NH:32][CH2:31][CH2:30]1)[C:24]#[N:25].[I-].C(C[P+](C)(C)C)#N.C(N(CC)C(C)C)(C)C. The catalyst is C(#N)CC.CC#N. The product is [CH3:19][O:20][C:21]1[CH:22]=[C:23]([CH:26]=[CH:27][C:28]=1[N:29]1[CH2:30][CH2:31][N:32]([CH2:2][C:3]2[CH:12]=[N:11][C:10]3[N:9]4[CH2:13][CH2:14][CH2:15][CH2:16][C@H:8]4[C:7](=[O:17])[NH:6][C:5]=3[CH:4]=2)[CH2:33][CH2:34]1)[C:24]#[N:25]. The yield is 0.449. (4) The reactants are [OH:1][C:2]1[CH:7]=[CH:6][CH:5]=[CH:4][C:3]=1[C:8](=O)[CH3:9].[NH3:11]. The catalyst is CO. The product is [NH:11]=[C:8]([C:3]1[CH:4]=[CH:5][CH:6]=[CH:7][C:2]=1[OH:1])[CH3:9]. The yield is 0.990. (5) The reactants are C(Cl)Cl.[CH:4](=[O:11])[C:5]1[CH:10]=[CH:9][CH:8]=[CH:7][CH:6]=1.[C:12]1([C:18]([O:21][Si](C)(C)C)=[CH:19][CH3:20])[CH:17]=[CH:16][CH:15]=[CH:14][CH:13]=1.C([O-])(O)=O.[Na+]. The catalyst is C(OC(=O)C)C.O.CC(O)C. The product is [C:12]1([C:18](=[O:21])[CH:19]([CH3:20])[CH:4]([C:5]2[CH:10]=[CH:9][CH:8]=[CH:7][CH:6]=2)[OH:11])[CH:17]=[CH:16][CH:15]=[CH:14][CH:13]=1. The yield is 0.890.